Dataset: Forward reaction prediction with 1.9M reactions from USPTO patents (1976-2016). Task: Predict the product of the given reaction. (1) Given the reactants [H-].[Na+].[C:3]([C:6]1[C:7](=[O:17])[NH:8][C:9]2[C:14]([CH:15]=1)=[CH:13][C:12]([Cl:16])=[CH:11][CH:10]=2)(=[O:5])[CH3:4].[CH3:18]I.[Cl-].[NH4+], predict the reaction product. The product is: [C:3]([C:6]1[C:7](=[O:17])[N:8]([CH3:18])[C:9]2[C:14]([CH:15]=1)=[CH:13][C:12]([Cl:16])=[CH:11][CH:10]=2)(=[O:5])[CH3:4]. (2) Given the reactants [C:1]([O:5][C:6](=[O:17])[NH:7][C@@H:8]1[CH2:12][CH2:11][CH2:10][C@H:9]1[C:13]([NH:15][NH2:16])=[O:14])([CH3:4])([CH3:3])[CH3:2].[CH2:18]([O:25][N:26]1[C:32](=[O:33])[N:31]2[CH2:34][C@H:27]1[CH2:28][CH2:29][C@H:30]2[C:35](O)=[O:36])[C:19]1[CH:24]=[CH:23][CH:22]=[CH:21][CH:20]=1.C1C=CC2N(O)N=NC=2C=1.CCN=C=NCCCN(C)C.Cl, predict the reaction product. The product is: [C:1]([O:5][C:6](=[O:17])[NH:7][C@@H:8]1[CH2:12][CH2:11][CH2:10][C@H:9]1[C:13]([NH:15][NH:16][C:35]([C@@H:30]1[CH2:29][CH2:28][C@@H:27]2[CH2:34][N:31]1[C:32](=[O:33])[N:26]2[O:25][CH2:18][C:19]1[CH:24]=[CH:23][CH:22]=[CH:21][CH:20]=1)=[O:36])=[O:14])([CH3:4])([CH3:2])[CH3:3].